The task is: Predict which catalyst facilitates the given reaction.. This data is from Catalyst prediction with 721,799 reactions and 888 catalyst types from USPTO. Reactant: Br[CH:2]1[C:24](=[O:25])[C:6]2[C:7]([C:16]3[CH:21]=[CH:20][C:19]([O:22][CH3:23])=[CH:18][CH:17]=3)=[C:8]([C:10]3[CH:15]=[CH:14][CH:13]=[CH:12][CH:11]=3)[O:9][C:5]=2[CH2:4][CH2:3]1.C(N(CC)CC)C.Cl. Product: [CH3:23][O:22][C:19]1[CH:18]=[CH:17][C:16]([C:7]2[C:6]3=[C:24]([OH:25])[CH:2]=[CH:3][CH:4]=[C:5]3[O:9][C:8]=2[C:10]2[CH:15]=[CH:14][CH:13]=[CH:12][CH:11]=2)=[CH:21][CH:20]=1. The catalyst class is: 5.